The task is: Predict the product of the given reaction.. This data is from Forward reaction prediction with 1.9M reactions from USPTO patents (1976-2016). Given the reactants [CH3:1][C:2]([O:5][C:6]([NH:8][CH:9](P(OC)(OC)=O)[C:10]([O:12][CH3:13])=[O:11])=[O:7])([CH3:4])[CH3:3].C1CCN2C(=NCCC2)CC1.[Cl:31][C:32]1[N:39]=[C:38]([C:40]([F:43])([F:42])[F:41])[CH:37]=[CH:36][C:33]=1[CH:34]=O, predict the reaction product. The product is: [C:2]([O:5][C:6]([NH:8]/[C:9](=[CH:34]/[C:33]1[C:32]([Cl:31])=[N:39][C:38]([C:40]([F:42])([F:43])[F:41])=[CH:37][CH:36]=1)/[C:10]([O:12][CH3:13])=[O:11])=[O:7])([CH3:1])([CH3:3])[CH3:4].